This data is from Reaction yield outcomes from USPTO patents with 853,638 reactions. The task is: Predict the reaction yield, written as a fraction of the theoretical maximum amount of product (1.0 means a 100% yield; for example, 0.34 means a 34% yield). (1) The reactants are [F:1][C:2]1[CH:40]=[N:39][C:5]2[N:6]([C:30]3[CH:31]=[C:32]([CH:36]=[CH:37][CH:38]=3)[C:33]([OH:35])=O)[C:7](=[O:29])[N:8]([CH:11]3[CH2:16][CH2:15][CH:14]([NH:17][C:18]([C:20]4[N:21]=[C:22]5[CH:27]=[CH:26][CH:25]=[CH:24][N:23]5[CH:28]=4)=[O:19])[CH2:13][CH2:12]3)[C:9](=[O:10])[C:4]=2[CH:3]=1.CCN(C(C)C)C(C)C.CN(C(ON1N=NC2C=CC=NC1=2)=[N+](C)C)C.F[P-](F)(F)(F)(F)F.[NH2:74][C:75]1[CH:80]=[CH:79][CH:78]=[CH:77][CH:76]=1. The catalyst is CN(C=O)C. The product is [NH:74]([C:33]([C:32]1[CH:31]=[C:30]([N:6]2[C:5]3[N:39]=[CH:40][C:2]([F:1])=[CH:3][C:4]=3[C:9](=[O:10])[N:8]([C@@H:11]3[CH2:12][CH2:13][C@H:14]([NH:17][C:18]([C:20]4[N:21]=[C:22]5[CH:27]=[CH:26][CH:25]=[CH:24][N:23]5[CH:28]=4)=[O:19])[CH2:15][CH2:16]3)[C:7]2=[O:29])[CH:38]=[CH:37][CH:36]=1)=[O:35])[C:75]1[CH:80]=[CH:79][CH:78]=[CH:77][CH:76]=1. The yield is 0.480. (2) The product is [CH2:5]([N:6]([CH2:7][CH3:8])[CH2:25][CH2:24][S:21]([NH:20][C:17]1[CH:16]=[CH:15][C:14]([NH:13][C:11]2[N:10]=[CH:9][C:8]([CH2:26][C:27]([NH2:29])=[O:28])=[C:7]([NH:6][CH2:5][C:4]3[CH:30]=[C:31]([F:33])[CH:32]=[C:2]([F:1])[CH:3]=3)[CH:12]=2)=[CH:19][CH:18]=1)(=[O:23])=[O:22])[CH3:4]. The yield is 0.290. The reactants are [F:1][C:2]1[CH:3]=[C:4]([CH:30]=[C:31]([F:33])[CH:32]=1)[CH2:5][NH:6][C:7]1[CH:12]=[C:11]([NH:13][C:14]2[CH:19]=[CH:18][C:17]([NH:20][S:21]([CH:24]=[CH2:25])(=[O:23])=[O:22])=[CH:16][CH:15]=2)[N:10]=[CH:9][C:8]=1[CH2:26][C:27]([NH2:29])=[O:28]. The catalyst is CO.C(NCC)C. (3) The reactants are [CH3:1][N:2]1[CH2:7][C:6](=[O:8])[C:5]2[NH:9][CH:10]=[CH:11][C:4]=2[S:3]1(=[O:13])=[O:12].Br[CH2:15][CH2:16][CH2:17][CH2:18][Cl:19].C(=O)([O-])[O-].[K+].[K+]. The catalyst is CC(=O)CC. The product is [Cl:19][CH2:18][CH2:17][CH2:16][CH2:15][N:9]1[C:5]2[C:6](=[O:8])[CH2:7][N:2]([CH3:1])[S:3](=[O:13])(=[O:12])[C:4]=2[CH:11]=[CH:10]1. The yield is 1.00. (4) The reactants are [CH3:1][O:2][C:3]1[CH:4]=[CH:5][C:6]([N+:10]([O-])=O)=[C:7]([OH:9])[CH:8]=1. The catalyst is [Pd].C(OCC)(=O)C.C(O)C. The product is [NH2:10][C:6]1[CH:5]=[CH:4][C:3]([O:2][CH3:1])=[CH:8][C:7]=1[OH:9]. The yield is 0.980. (5) The reactants are [Cl:1][C:2]1[CH:7]=[CH:6][C:5]([C:8]2[C:14]3[CH:15]=[C:16]([O:19][CH2:20][C:21](=[O:29])[NH:22][C:23]4[CH:28]=[CH:27][CH:26]=[CH:25][CH:24]=4)[CH:17]=[CH:18][C:13]=3[N:12]3[C:30]([CH3:33])=[N:31][N:32]=[C:11]3[C@H:10]([CH2:34][C:35]([NH:37][CH2:38][CH3:39])=[O:36])[N:9]=2)=[CH:4][CH:3]=1.NC1C=C([B:47]([OH:49])[OH:48])C=CC=1. No catalyst specified. The product is [Cl:1][C:2]1[CH:7]=[CH:6][C:5]([C:8]2[C:14]3[CH:15]=[C:16]([O:19][CH2:20][C:21]([NH:22][C:23]4[CH:28]=[C:27]([B:47]([OH:49])[OH:48])[CH:26]=[CH:25][CH:24]=4)=[O:29])[CH:17]=[CH:18][C:13]=3[N:12]3[C:30]([CH3:33])=[N:31][N:32]=[C:11]3[C@H:10]([CH2:34][C:35]([NH:37][CH2:38][CH3:39])=[O:36])[N:9]=2)=[CH:4][CH:3]=1. The yield is 0.800. (6) The reactants are [CH3:1][O:2][CH2:3][C:4](=[O:10])[CH2:5][C:6]([O:8][CH3:9])=[O:7].C1(C)C=CC(S([N:20]=[N+:21]=[N-])(=O)=O)=CC=1.C(NCC)C. The catalyst is CCOCC. The product is [N+:20](=[C:5]([C:4](=[O:10])[CH2:3][O:2][CH3:1])[C:6]([O:8][CH3:9])=[O:7])=[N-:21]. The yield is 0.890. (7) The reactants are [NH2:1][C:2]1[CH:3]=[CH:4][C:5]([S:12](=[O:25])(=[O:24])[NH:13][C:14]2[CH:15]=[CH:16][C:17]3[CH2:21][O:20][B:19]([OH:22])[C:18]=3[CH:23]=2)=[C:6]([CH2:8][C:9](O)=[O:10])[CH:7]=1.[NH:26]1[CH2:30][CH2:29][CH2:28][CH2:27]1.C1CN([P+](ON2N=NC3C=CC=CC2=3)(N2CCCC2)N2CCCC2)CC1.F[P-](F)(F)(F)(F)F.O. The catalyst is CN(C=O)C. The product is [NH2:1][C:2]1[CH:3]=[CH:4][C:5]([S:12]([NH:13][C:14]2[CH:15]=[CH:16][C:17]3[CH2:21][O:20][B:19]([OH:22])[C:18]=3[CH:23]=2)(=[O:25])=[O:24])=[C:6]([CH2:8][C:9](=[O:10])[N:26]2[CH2:30][CH2:29][CH2:28][CH2:27]2)[CH:7]=1. The yield is 0.0700. (8) The reactants are [CH3:1][O:2][CH2:3][CH2:4][O:5][C:6]1[CH:7]=[C:8]2[C:12](=[C:13]([N:15]([CH3:25])[S:16]([C:19]3[CH:24]=[CH:23][CH:22]=[CH:21][N:20]=3)(=[O:18])=[O:17])[CH:14]=1)[NH:11][C:10]([C:26]([OH:28])=O)=[CH:9]2.Cl.[CH3:30][O:31][C:32](=[O:56])[C@@H:33]([CH2:35][S:36][C:37]([C:50]1[CH:55]=[CH:54][CH:53]=[CH:52][CH:51]=1)([C:44]1[CH:49]=[CH:48][CH:47]=[CH:46][CH:45]=1)[C:38]1[CH:43]=[CH:42][CH:41]=[CH:40][CH:39]=1)[NH2:34].N1(O)C2C=CC=CC=2N=N1.Cl.CN(C)CCCN=C=NCC. The catalyst is CN(C)C=O.C(N(CC)CC)C. The product is [CH3:30][O:31][C:32](=[O:56])[C@@H:33]([CH2:35][S:36][C:37]([C:50]1[CH:55]=[CH:54][CH:53]=[CH:52][CH:51]=1)([C:38]1[CH:39]=[CH:40][CH:41]=[CH:42][CH:43]=1)[C:44]1[CH:49]=[CH:48][CH:47]=[CH:46][CH:45]=1)[NH:34][C:26]([C:10]1[NH:11][C:12]2[C:8]([CH:9]=1)=[CH:7][C:6]([O:5][CH2:4][CH2:3][O:2][CH3:1])=[CH:14][C:13]=2[N:15]([CH3:25])[S:16]([C:19]1[CH:24]=[CH:23][CH:22]=[CH:21][N:20]=1)(=[O:18])=[O:17])=[O:28]. The yield is 0.720. (9) The reactants are [N:1]1[CH:6]=[CH:5][CH:4]=[C:3]([CH:7]([OH:9])[CH3:8])[CH:2]=1.[C:10](C1NC=CN=1)(C1NC=CN=1)=[O:11].[NH2:22][CH2:23][C:24]1[CH:32]=[CH:31][C:27]([C:28]([OH:30])=[O:29])=[CH:26][CH:25]=1.[OH-].[Na+].Cl. The catalyst is CN(C=O)C. The product is [N:1]1[CH:6]=[CH:5][CH:4]=[C:3]([CH:7]([O:9][C:10]([NH:22][CH2:23][C:24]2[CH:25]=[CH:26][C:27]([C:28]([OH:30])=[O:29])=[CH:31][CH:32]=2)=[O:11])[CH3:8])[CH:2]=1. The yield is 0.410.